This data is from NCI-60 drug combinations with 297,098 pairs across 59 cell lines. The task is: Regression. Given two drug SMILES strings and cell line genomic features, predict the synergy score measuring deviation from expected non-interaction effect. Drug 1: CC1=CC=C(C=C1)C2=CC(=NN2C3=CC=C(C=C3)S(=O)(=O)N)C(F)(F)F. Drug 2: CN1C2=C(C=C(C=C2)N(CCCl)CCCl)N=C1CCCC(=O)O.Cl. Cell line: SNB-19. Synergy scores: CSS=-5.89, Synergy_ZIP=6.27, Synergy_Bliss=-2.13, Synergy_Loewe=-4.09, Synergy_HSA=-3.77.